Dataset: Retrosynthesis with 50K atom-mapped reactions and 10 reaction types from USPTO. Task: Predict the reactants needed to synthesize the given product. Given the product O=C(O)C1=Cc2cc(Cl)ccc2OC1C(F)(F)F, predict the reactants needed to synthesize it. The reactants are: CCOC(=O)C1=Cc2cc(Cl)ccc2OC1C(F)(F)F.